This data is from CYP2D6 inhibition data for predicting drug metabolism from PubChem BioAssay. The task is: Regression/Classification. Given a drug SMILES string, predict its absorption, distribution, metabolism, or excretion properties. Task type varies by dataset: regression for continuous measurements (e.g., permeability, clearance, half-life) or binary classification for categorical outcomes (e.g., BBB penetration, CYP inhibition). Dataset: cyp2d6_veith. (1) The drug is O=C1c2ccccc2-c2ccc(N(Cc3ccc(Br)cc3)Cc3ccc(Br)cc3)cc21. The result is 0 (non-inhibitor). (2) The drug is O=C(NCCCCc1ccccc1)C1CC(c2ccccc2[N+](=O)[O-])=NO1. The result is 1 (inhibitor). (3) The molecule is Clc1ccc(C(c2nnnn2C2CCCC2)N2CCN(Cc3ccncc3)CC2)cc1. The result is 1 (inhibitor). (4) The molecule is COC(=O)c1ccc(C2C(Oc3ccccc3)C(=O)N2CCc2ccc(OC)c(OC)c2)cc1. The result is 0 (non-inhibitor). (5) The compound is COc1ccc(-n2c(=O)c(-c3cccs3)nc3cnc(Oc4ccccc4)nc32)cc1. The result is 0 (non-inhibitor). (6) The compound is COc1ccc(/C=N/NC(=O)Cc2csc(Nc3cccc(C(F)(F)F)c3)n2)c(OC)c1. The result is 1 (inhibitor).